Task: Predict the reactants needed to synthesize the given product.. Dataset: Full USPTO retrosynthesis dataset with 1.9M reactions from patents (1976-2016) Given the product [OH:16][CH2:15][C@H:12]1[CH2:11][CH2:10][C@H:9]([NH:8][C:6](=[O:7])[O:5][C:1]([CH3:3])([CH3:2])[CH3:4])[CH2:14][CH2:13]1, predict the reactants needed to synthesize it. The reactants are: [C:1]([O:5][C:6]([NH:8][C@H:9]1[CH2:14][CH2:13][C@H:12]([C:15](O)=[O:16])[CH2:11][CH2:10]1)=[O:7])([CH3:4])([CH3:3])[CH3:2].CO.